Dataset: Forward reaction prediction with 1.9M reactions from USPTO patents (1976-2016). Task: Predict the product of the given reaction. (1) Given the reactants [NH:1]([C:3]1[N:8]=[CH:7][CH:6]=[CH:5][N:4]=1)[NH2:2].C(N(CC)CC)C.C[O:17][C:18](=O)[N:19]=[C:20](SC)[C:21]([C:35]1[CH:45]=[C:44]([O:46][CH3:47])[C:38]2[O:39][CH2:40][CH2:41][CH2:42][O:43][C:37]=2[C:36]=1[F:48])=[N:22][C:23]1[CH:28]=[CH:27][C:26]([C:29]2[N:33]=[C:32]([CH3:34])[O:31][N:30]=2)=[CH:25][CH:24]=1, predict the reaction product. The product is: [F:48][C:36]1[C:37]2[O:43][CH2:42][CH2:41][CH2:40][O:39][C:38]=2[C:44]([O:46][CH3:47])=[CH:45][C:35]=1[CH:21]([NH:22][C:23]1[CH:28]=[CH:27][C:26]([C:29]2[N:33]=[C:32]([CH3:34])[O:31][N:30]=2)=[CH:25][CH:24]=1)[C:20]1[NH:19][C:18](=[O:17])[N:1]([C:3]2[N:8]=[CH:7][CH:6]=[CH:5][N:4]=2)[N:2]=1. (2) Given the reactants C([O:8][N:9]1[C:15](=[O:16])[N:14]2[CH2:17][C@H:10]1[CH2:11][CH2:12][C@H:13]2[C:18]([NH:20][NH:21][C:22]([CH:24]1[CH2:26][C:25]1([F:28])[F:27])=[O:23])=[O:19])C1C=CC=CC=1, predict the reaction product. The product is: [F:28][C:25]1([F:27])[CH2:26][CH:24]1[C:22]([NH:21][NH:20][C:18]([C@@H:13]1[CH2:12][CH2:11][C@@H:10]2[CH2:17][N:14]1[C:15](=[O:16])[N:9]2[OH:8])=[O:19])=[O:23].